Dataset: Catalyst prediction with 721,799 reactions and 888 catalyst types from USPTO. Task: Predict which catalyst facilitates the given reaction. Product: [NH2:8][C@@H:9]([C:11]1[C:12]([F:46])=[C:13]([C:17]2[CH:22]=[C:21]([NH:23][CH2:24][CH:25]3[CH2:27][C:26]3([F:29])[F:28])[CH:20]=[C:19]([CH2:30][O:31][C:32]3[CH:37]=[CH:36][CH:35]=[CH:34][C:33]=3[CH2:38][C:39]([OH:41])=[O:40])[CH:18]=2)[CH:14]=[CH:15][CH:16]=1)[CH3:10]. The catalyst class is: 269. Reactant: C(OC([NH:8][C@@H:9]([C:11]1[C:12]([F:46])=[C:13]([C:17]2[CH:22]=[C:21]([NH:23][CH2:24][CH:25]3[CH2:27][C:26]3([F:29])[F:28])[CH:20]=[C:19]([CH2:30][O:31][C:32]3[CH:37]=[CH:36][CH:35]=[CH:34][C:33]=3[CH2:38][C:39]([O:41]C(C)(C)C)=[O:40])[CH:18]=2)[CH:14]=[CH:15][CH:16]=1)[CH3:10])=O)(C)(C)C.Cl.